From a dataset of Catalyst prediction with 721,799 reactions and 888 catalyst types from USPTO. Predict which catalyst facilitates the given reaction. Reactant: [F:1][C:2]([F:18])([F:17])[C:3]1[CH:8]=[CH:7][C:6]([C:9]2[CH:14]=[CH:13][C:12]([CH2:15][NH2:16])=[CH:11][CH:10]=2)=[CH:5][CH:4]=1.[F:19][C:20]1[CH:25]=[CH:24][C:23]([S:26]([N:29]([CH2:33][C:34](O)=[O:35])[CH:30]([CH3:32])[CH3:31])(=[O:28])=[O:27])=[CH:22][CH:21]=1.CN(C(ON1N=NC2C=CC=NC1=2)=[N+](C)C)C.F[P-](F)(F)(F)(F)F.C(N(CC)C(C)C)(C)C.OS([O-])(=O)=O.[K+]. Product: [F:19][C:20]1[CH:21]=[CH:22][C:23]([S:26]([N:29]([CH:30]([CH3:32])[CH3:31])[CH2:33][C:34]([NH:16][CH2:15][C:12]2[CH:13]=[CH:14][C:9]([C:6]3[CH:5]=[CH:4][C:3]([C:2]([F:17])([F:18])[F:1])=[CH:8][CH:7]=3)=[CH:10][CH:11]=2)=[O:35])(=[O:27])=[O:28])=[CH:24][CH:25]=1. The catalyst class is: 2.